This data is from Reaction yield outcomes from USPTO patents with 853,638 reactions. The task is: Predict the reaction yield, written as a fraction of the theoretical maximum amount of product (1.0 means a 100% yield; for example, 0.34 means a 34% yield). (1) The reactants are [CH3:1][O:2][C:3](=[O:12])[C:4]1[CH:9]=[CH:8][C:7]([NH2:10])=[C:6]([NH2:11])[CH:5]=1.[CH:13]([CH:15]=O)=O.O. The catalyst is C(O)(C)C. The product is [N:10]1[C:7]2[C:6](=[CH:5][C:4]([C:3]([O:2][CH3:1])=[O:12])=[CH:9][CH:8]=2)[N:11]=[CH:15][CH:13]=1. The yield is 0.930. (2) The catalyst is ClCCCl. The product is [F:32][C:29]1[CH:28]=[CH:27][C:26]([C:25]([NH:24][C:20]2[C:19]([CH3:34])=[C:18]([C:7]3[C:6]4[C:5]5[C:13](=[CH:14][C:2]([NH:1][CH:36]([CH3:38])[CH3:35])=[CH:3][CH:4]=5)[NH:12][C:11]=4[C:10]([C:15]([NH2:17])=[O:16])=[CH:9][CH:8]=3)[CH:23]=[CH:22][CH:21]=2)=[O:33])=[CH:31][CH:30]=1. The yield is 0.480. The reactants are [NH2:1][C:2]1[CH:14]=[C:13]2[C:5]([C:6]3[C:7]([C:18]4[CH:23]=[CH:22][CH:21]=[C:20]([NH:24][C:25](=[O:33])[C:26]5[CH:31]=[CH:30][C:29]([F:32])=[CH:28][CH:27]=5)[C:19]=4[CH3:34])=[CH:8][CH:9]=[C:10]([C:15]([NH2:17])=[O:16])[C:11]=3[NH:12]2)=[CH:4][CH:3]=1.[CH3:35][C:36]([CH3:38])=O.C(O)(=O)C.C(O[BH-](OC(=O)C)OC(=O)C)(=O)C.[Na+].C([O-])(O)=O.[Na+]. (3) The product is [CH3:6][NH:7][C@@H:8]([C:16]1[CH:21]=[CH:20][C:19]([NH:22][CH2:23][CH2:24][O:25][CH2:26][CH2:27][O:28][CH2:29][CH2:30][O:31][CH2:32][CH2:33][O:34][CH2:35][CH2:36][O:37][CH3:38])=[CH:18][CH:17]=1)[CH2:9][N:10]1[CH2:14][CH2:13][CH2:12][CH2:11]1. The yield is 0.840. The catalyst is O1CCCC1. The reactants are C(O[C:6](=O)[NH:7][C@@H:8]([C:16]1[CH:21]=[CH:20][C:19]([NH:22][CH2:23][CH2:24][O:25][CH2:26][CH2:27][O:28][CH2:29][CH2:30][O:31][CH2:32][CH2:33][O:34][CH2:35][CH2:36][O:37][CH3:38])=[CH:18][CH:17]=1)[C:9](=O)[N:10]1[CH2:14][CH2:13][CH2:12][CH2:11]1)(C)(C)C.[H-].[Al+3].[Li+].[H-].[H-].[H-].C(=O)([O-])[O-].[Na+].[Na+].